From a dataset of Reaction yield outcomes from USPTO patents with 853,638 reactions. Predict the reaction yield, written as a fraction of the theoretical maximum amount of product (1.0 means a 100% yield; for example, 0.34 means a 34% yield). (1) The reactants are [C:1]([S:3][NH-])#[N:2].[C:5]([CH2:13][C:14](=O)[C:15]1[CH:20]=[CH:19][CH:18]=[CH:17][CH:16]=1)(=O)[C:6]1[CH:11]=[CH:10][CH:9]=[CH:8][CH:7]=1.[CH2:22]([N:24](CC)CC)[CH3:23]. The catalyst is C(O)C. The product is [C:6]1([C:5]2[CH:13]=[C:14]([C:15]3[CH:20]=[CH:19][CH:18]=[CH:17][CH:16]=3)[NH:2][C:1](=[S:3])[C:23]=2[C:22]#[N:24])[CH:11]=[CH:10][CH:9]=[CH:8][CH:7]=1. The yield is 0.350. (2) The reactants are Cl.[CH:2]([C:5]1[CH:6]=[C:7]([C:11]2([NH2:17])[CH2:16][CH2:15][CH2:14][CH2:13][CH2:12]2)[CH:8]=[CH:9][CH:10]=1)([CH3:4])[CH3:3].[OH-].[Na+].[CH2:20]([O:27][C:28]1[CH:33]=[CH:32][C:31]([CH2:34][C@H:35]([NH:39][C:40](=[O:46])[O:41][C:42]([CH3:45])([CH3:44])[CH3:43])[C@H:36]2[CH2:38][O:37]2)=[CH:30][C:29]=1[F:47])[C:21]1[CH:26]=[CH:25][CH:24]=[CH:23][CH:22]=1. The catalyst is C(OCC)(=O)C. The product is [F:47][C:29]1[CH:30]=[C:31]([CH:32]=[CH:33][C:28]=1[O:27][CH2:20][C:21]1[CH:22]=[CH:23][CH:24]=[CH:25][CH:26]=1)[CH2:34][C@H:35]([NH:39][C:40](=[O:46])[O:41][C:42]([CH3:45])([CH3:43])[CH3:44])[C@H:36]([OH:37])[CH2:38][NH:17][C:11]1([C:7]2[CH:8]=[CH:9][CH:10]=[C:5]([CH:2]([CH3:4])[CH3:3])[CH:6]=2)[CH2:16][CH2:15][CH2:14][CH2:13][CH2:12]1. The yield is 0.540. (3) The reactants are [CH2:1]([CH:8]([NH:31][C:32]([C:34]1[CH:43]=[N:42][C:41]2[C:36](=[CH:37][CH:38]=[CH:39][CH:40]=2)[N:35]=1)=[O:33])[CH:9]([O:23][Si](C(C)(C)C)(C)C)[CH2:10][CH:11]([C:18]1[O:19][CH2:20][CH2:21][N:22]=1)[CH2:12][CH2:13][C:14]([F:17])([CH3:16])[CH3:15])[C:2]1[CH:7]=[CH:6][CH:5]=[CH:4][CH:3]=1. The yield is 0.840. The catalyst is O1CCCC1. The product is [CH2:1]([CH:8]([NH:31][C:32]([C:34]1[CH:43]=[N:42][C:41]2[C:36](=[CH:37][CH:38]=[CH:39][CH:40]=2)[N:35]=1)=[O:33])[CH:9]([OH:23])[CH2:10][CH:11]([C:18]1[O:19][CH2:20][CH2:21][N:22]=1)[CH2:12][CH2:13][C:14]([F:17])([CH3:16])[CH3:15])[C:2]1[CH:7]=[CH:6][CH:5]=[CH:4][CH:3]=1. (4) The reactants are C(OC([N:8]1[C:16]2[CH:15]=[CH:14][C:13]3[CH:17]=[C:18]([C:21]([O:23][CH3:24])=[O:22])[CH:19]=[CH:20][C:12]=3[C:11]=2[CH:10]([CH2:25][Cl:26])[CH2:9]1)=O)(C)(C)C.[N+:27]([O-])([O-:29])=[O:28].[K+].N. The catalyst is OS(O)(=O)=O. The product is [Cl:26][CH2:25][CH:10]1[C:11]2[C:12]3[C:20]([N+:27]([O-:29])=[O:28])=[CH:19][C:18]([C:21]([O:23][CH3:24])=[O:22])=[CH:17][C:13]=3[CH:14]=[CH:15][C:16]=2[NH:8][CH2:9]1. The yield is 0.130. (5) The reactants are Cl[C:2]1[CH:7]=[C:6]([C:8]([NH:10][C:11]2[CH:12]=[C:13]([CH:17]([NH:22][C:23]3[C:32]4[C:27](=[C:28]([C:33]([NH2:35])=[O:34])[CH:29]=[CH:30][CH:31]=4)[N:26]=[CH:25][N:24]=3)[CH2:18][N:19]([CH3:21])[CH3:20])[CH:14]=[CH:15][CH:16]=2)=[O:9])[CH:5]=[CH:4][N:3]=1.CC(O)(C)C.CS(C)=O.[NH:45]1[CH2:49][CH2:48][CH2:47][CH2:46]1. The catalyst is O. The product is [CH3:20][N:19]([CH3:21])[CH2:18][CH:17]([NH:22][C:23]1[C:32]2[C:27](=[C:28]([C:33]([NH2:35])=[O:34])[CH:29]=[CH:30][CH:31]=2)[N:26]=[CH:25][N:24]=1)[C:13]1[CH:14]=[CH:15][CH:16]=[C:11]([NH:10][C:8]([C:6]2[CH:5]=[CH:4][N:3]=[C:2]([N:45]3[CH2:49][CH2:48][CH2:47][CH2:46]3)[CH:7]=2)=[O:9])[CH:12]=1. The yield is 0.360. (6) The reactants are [C:1]([O:5][CH2:6][CH3:7])(=[O:4])[C:2]#[CH:3].N#N.F[C:11](F)(F)[C:12](O)=O.[CH2:17]([N:24]([CH2:30]OC)[CH2:25][Si](C)(C)C)[C:18]1[CH:23]=[CH:22][CH:21]=[CH:20][CH:19]=1. The catalyst is C1COCC1. The product is [CH2:6]([O:5][C:1]([C:2]12[CH2:25][N:24]([CH2:30][C:12]3[CH:11]=[CH:20][CH:19]=[CH:18][CH:23]=3)[CH2:17][CH:3]1[CH2:25][N:24]([CH2:17][C:18]1[CH:23]=[CH:22][CH:21]=[CH:20][CH:19]=1)[CH2:30]2)=[O:4])[CH3:7]. The yield is 0.910.